Dataset: Forward reaction prediction with 1.9M reactions from USPTO patents (1976-2016). Task: Predict the product of the given reaction. Given the reactants [CH3:1][C:2]1[S:12][C:5]2[N:6]=[C:7]([CH3:11])[CH:8]=[C:9]([NH2:10])[C:4]=2[C:3]=1[C:13]1[CH:18]=[CH:17][CH:16]=[C:15]([O:19][CH3:20])[CH:14]=1.[Li+].C[Si]([N-][Si](C)(C)C)(C)C.[C:31]1([S:37](Cl)(=[O:39])=[O:38])[CH:36]=[CH:35][CH:34]=[CH:33][CH:32]=1, predict the reaction product. The product is: [CH3:1][C:2]1[S:12][C:5]2=[N:6][C:7]([CH3:11])=[CH:8][C:9]([NH:10][S:37]([C:31]3[CH:36]=[CH:35][CH:34]=[CH:33][CH:32]=3)(=[O:39])=[O:38])=[C:4]2[C:3]=1[C:13]1[CH:18]=[CH:17][CH:16]=[C:15]([O:19][CH3:20])[CH:14]=1.